This data is from Reaction yield outcomes from USPTO patents with 853,638 reactions. The task is: Predict the reaction yield, written as a fraction of the theoretical maximum amount of product (1.0 means a 100% yield; for example, 0.34 means a 34% yield). The reactants are CN(C=O)C.[Br:6][CH2:7][C@@H:8]1[O:10][C@:9]1([CH2:12][CH2:13][CH2:14][C:15]([CH3:18])([OH:17])[CH3:16])[CH3:11].N1C=CN=C1.Cl[Si:25]([CH2:30][CH3:31])([CH2:28][CH3:29])[CH2:26][CH3:27]. The catalyst is CCOC(C)=O.CCCCCC. The product is [Br:6][CH2:7][C@@H:8]1[O:10][C@:9]1([CH2:12][CH2:13][CH2:14][C:15]([O:17][Si:25]([CH2:30][CH3:31])([CH2:28][CH3:29])[CH2:26][CH3:27])([CH3:18])[CH3:16])[CH3:11]. The yield is 0.870.